Dataset: Forward reaction prediction with 1.9M reactions from USPTO patents (1976-2016). Task: Predict the product of the given reaction. (1) Given the reactants [H-].[Na+].[Cl:3][C:4]1[N:13]=[CH:12][C:11]2[NH:10][CH2:9][C@@H:8]3[CH2:14][O:15][CH2:16][CH2:17][N:7]3[C:6]=2[N:5]=1.Br[CH2:19][C:20]([O:22][C:23]([CH3:26])([CH3:25])[CH3:24])=[O:21].O, predict the reaction product. The product is: [Cl:3][C:4]1[N:13]=[CH:12][C:11]2[N:10]([CH2:19][C:20]([O:22][C:23]([CH3:26])([CH3:25])[CH3:24])=[O:21])[CH2:9][C@@H:8]3[CH2:14][O:15][CH2:16][CH2:17][N:7]3[C:6]=2[N:5]=1. (2) Given the reactants [CH3:1][O:2][C:3]1[CH:4]=[C:5]([C:12]2[O:13][CH2:14][CH:15]([C:17]([O:19][CH3:20])=[O:18])[N:16]=2)[CH:6]=[CH:7][C:8]=1[N+:9]([O-:11])=[O:10].BrN1C(=O)CCC1=O, predict the reaction product. The product is: [CH3:1][O:2][C:3]1[CH:4]=[C:5]([C:12]2[O:13][CH:14]=[C:15]([C:17]([O:19][CH3:20])=[O:18])[N:16]=2)[CH:6]=[CH:7][C:8]=1[N+:9]([O-:11])=[O:10]. (3) Given the reactants C(=O)([O-])[O-].[K+].[K+].[CH2:7]([O:9][C:10](=[O:14])[CH2:11][C:12]#[N:13])[CH3:8].[C:15](OC(=O)C)(=[O:17])[CH3:16], predict the reaction product. The product is: [C:12]([C:11](=[C:15]([OH:17])[CH3:16])[C:10]([O:9][CH2:7][CH3:8])=[O:14])#[N:13]. (4) Given the reactants [N+:1]([C:4]1[CH:5]=[C:6]([CH2:10][O:11][CH2:12][CH2:13][OH:14])[CH:7]=[CH:8][CH:9]=1)([O-:3])=[O:2].[Br:15][CH2:16][CH2:17][CH2:18][CH2:19][CH2:20][CH2:21]Br.[OH-].[Na+], predict the reaction product. The product is: [Br:15][CH2:16][CH2:17][CH2:18][CH2:19][CH2:20][CH2:21][O:14][CH2:13][CH2:12][O:11][CH2:10][C:6]1[CH:7]=[CH:8][CH:9]=[C:4]([N+:1]([O-:3])=[O:2])[CH:5]=1. (5) Given the reactants C(=O)([O-])[O-].[Cs+].[Cs+].[C:7]([O:10][C:11]1[CH:12]=[CH:13][C:14]([N:20]2[C:24]([CH3:25])=[N:23][N:22]=[N:21]2)=[C:15]([CH:19]=1)[C:16]([OH:18])=[O:17])(=[O:9])[CH3:8].I[CH2:27][CH3:28], predict the reaction product. The product is: [C:7]([O:10][C:11]1[CH:12]=[CH:13][C:14]([N:20]2[C:24]([CH3:25])=[N:23][N:22]=[N:21]2)=[C:15]([CH:19]=1)[C:16]([O:18][CH2:27][CH3:28])=[O:17])(=[O:9])[CH3:8]. (6) Given the reactants [F:1][C:2]([F:21])([F:20])[C:3]1[N:4]=[C:5]([NH:8][C:9]2[CH:14]=[CH:13][C:12]([C@H:15]([CH3:19])[C:16](O)=[O:17])=[CH:11][CH:10]=2)[S:6][CH:7]=1.C(Cl)Cl.[CH3:25][S:26]([NH2:29])(=[O:28])=[O:27], predict the reaction product. The product is: [CH3:25][S:26]([NH:29][C:16](=[O:17])[C@H:15]([C:12]1[CH:13]=[CH:14][C:9]([NH:8][C:5]2[S:6][CH:7]=[C:3]([C:2]([F:21])([F:20])[F:1])[N:4]=2)=[CH:10][CH:11]=1)[CH3:19])(=[O:28])=[O:27]. (7) Given the reactants [NH2:1][C:2]1[CH:3]=[CH:4][C:5]2[O:9][C:8]([CH2:10][N:11]3[CH2:15][CH2:14][CH2:13][CH2:12]3)=[N:7][C:6]=2[CH:16]=1.[CH:17]1[CH:22]=[CH:21][C:20]([O:23][C:24](OC2C=CC=CC=2)=[N:25][C:26]#[N:27])=[CH:19][CH:18]=1, predict the reaction product. The product is: [C:26](/[N:25]=[C:24](\[O:23][C:20]1[CH:21]=[CH:22][CH:17]=[CH:18][CH:19]=1)/[NH:1][C:2]1[CH:3]=[CH:4][C:5]2[O:9][C:8]([CH2:10][N:11]3[CH2:12][CH2:13][CH2:14][CH2:15]3)=[N:7][C:6]=2[CH:16]=1)#[N:27]. (8) Given the reactants F[C:2]1[CH:7]=[CH:6][CH:5]=[CH:4][C:3]=1[N+:8]([O-:10])=[O:9].CCN(C(C)C)C(C)C.[NH2:20][CH:21]1[CH2:26][CH2:25][N:24]([C:27]([O:29][C:30]([CH3:33])([CH3:32])[CH3:31])=[O:28])[CH2:23][CH2:22]1, predict the reaction product. The product is: [N+:8]([C:3]1[CH:4]=[CH:5][CH:6]=[CH:7][C:2]=1[NH:20][CH:21]1[CH2:22][CH2:23][N:24]([C:27]([O:29][C:30]([CH3:33])([CH3:32])[CH3:31])=[O:28])[CH2:25][CH2:26]1)([O-:10])=[O:9]. (9) Given the reactants O[CH:2]([C:13]1[CH:18]=[CH:17][C:16]([C:19]([F:22])([F:21])[F:20])=[CH:15][CH:14]=1)[C:3]1[CH:12]=[CH:11][C:6]([C:7]([O:9][CH3:10])=[O:8])=[CH:5][CH:4]=1.CCN(S(F)(F)[F:29])CC, predict the reaction product. The product is: [F:29][CH:2]([C:13]1[CH:18]=[CH:17][C:16]([C:19]([F:22])([F:21])[F:20])=[CH:15][CH:14]=1)[C:3]1[CH:12]=[CH:11][C:6]([C:7]([O:9][CH3:10])=[O:8])=[CH:5][CH:4]=1.